This data is from Full USPTO retrosynthesis dataset with 1.9M reactions from patents (1976-2016). The task is: Predict the reactants needed to synthesize the given product. (1) The reactants are: [F:1][C:2]1[CH:12]=[C:11]([C:13]2[CH:18]=[CH:17][C:16]([O:19][CH2:20][CH:21]3[CH2:26][CH2:25][N:24]([CH2:27][C:28]([F:31])([CH3:30])[CH3:29])[CH2:23][CH2:22]3)=[CH:15][N:14]=2)[CH:10]=[CH:9][C:3]=1[C:4]([O:6]CC)=[O:5].O[Li].O. Given the product [F:1][C:2]1[CH:12]=[C:11]([C:13]2[CH:18]=[CH:17][C:16]([O:19][CH2:20][CH:21]3[CH2:26][CH2:25][N:24]([CH2:27][C:28]([F:31])([CH3:29])[CH3:30])[CH2:23][CH2:22]3)=[CH:15][N:14]=2)[CH:10]=[CH:9][C:3]=1[C:4]([OH:6])=[O:5], predict the reactants needed to synthesize it. (2) The reactants are: [C:1]1([C:21]2[CH:26]=[CH:25][CH:24]=[CH:23][CH:22]=2)[CH:6]=[CH:5][C:4]([C:7]([N:9]2[CH2:13][C:12](=[N:14][O:15][CH3:16])[CH2:11][C@H:10]2[C:17](=[N:19][OH:20])[NH2:18])=[O:8])=[CH:3][CH:2]=1.[CH3:27][O:28][CH2:29][C:30](O)=O. Given the product [CH3:16][O:15][N:14]=[C:12]1[CH2:11][C@@H:10]([C:17]2[N:18]=[C:30]([CH2:29][O:28][CH3:27])[O:20][N:19]=2)[N:9]([C:7]([C:4]2[CH:3]=[CH:2][C:1]([C:21]3[CH:26]=[CH:25][CH:24]=[CH:23][CH:22]=3)=[CH:6][CH:5]=2)=[O:8])[CH2:13]1, predict the reactants needed to synthesize it.